Dataset: Reaction yield outcomes from USPTO patents with 853,638 reactions. Task: Predict the reaction yield, written as a fraction of the theoretical maximum amount of product (1.0 means a 100% yield; for example, 0.34 means a 34% yield). The reactants are [F:1][C:2]([F:23])([F:22])[C:3]1[CH:4]=[C:5]([NH:9][C:10]2[O:14][C:13]([C:15]3[CH:20]=[CH:19][CH:18]=[CH:17][C:16]=3[OH:21])=[N:12][N:11]=2)[CH:6]=[CH:7][CH:8]=1.Cl[CH2:25][C:26]1[C:35]2[C:30](=[CH:31][CH:32]=[CH:33][CH:34]=2)[N:29]=[CH:28][CH:27]=1.C(=O)([O-])[O-].[K+].[K+]. The catalyst is CN(C)C=O.C(OCC)(=O)C. The product is [N:29]1[C:30]2[C:35](=[CH:34][CH:33]=[CH:32][CH:31]=2)[C:26]([CH2:25][O:21][C:16]2[CH:17]=[CH:18][CH:19]=[CH:20][C:15]=2[C:13]2[O:14][C:10]([NH:9][C:5]3[CH:6]=[CH:7][CH:8]=[C:3]([C:2]([F:22])([F:1])[F:23])[CH:4]=3)=[N:11][N:12]=2)=[CH:27][CH:28]=1. The yield is 0.270.